Dataset: Forward reaction prediction with 1.9M reactions from USPTO patents (1976-2016). Task: Predict the product of the given reaction. (1) Given the reactants CO[C:3]1[CH:8]=[CH:7][N:6]=[C:5]([NH:9][C:10]2[CH:11]=[C:12]([NH:17][C:18]([C:20]3[N:24]([CH2:25][CH3:26])[N:23]=[C:22]([CH3:27])[CH:21]=3)=[O:19])[CH:13]=[CH:14][C:15]=2[CH3:16])[N:4]=1.C[Si]([Cl:32])(C)C.[Na+].[I-].C([O-])([O-])=O.[Na+].[Na+].O=P(Cl)(Cl)Cl, predict the reaction product. The product is: [Cl:32][C:3]1[CH:8]=[CH:7][N:6]=[C:5]([NH:9][C:10]2[CH:11]=[C:12]([NH:17][C:18]([C:20]3[N:24]([CH2:25][CH3:26])[N:23]=[C:22]([CH3:27])[CH:21]=3)=[O:19])[CH:13]=[CH:14][C:15]=2[CH3:16])[N:4]=1. (2) Given the reactants [CH3:1][C:2]1[N:40]=[C:5]2[N:6]([C@H:29]3[CH2:34][CH2:33][C@H:32]([O:35][CH2:36][C:37](=[O:39])[CH3:38])[CH2:31][CH2:30]3)[C:7](=[O:28])[C:8]([CH2:13][C:14]3[CH:19]=[CH:18][C:17]([C:20]4[C:21]([C:26]#[N:27])=[CH:22][CH:23]=[CH:24][CH:25]=4)=[CH:16][CH:15]=3)=[C:9]([CH2:10][CH2:11][CH3:12])[N:4]2[N:3]=1.C(N(C(C)C)CC)(C)C.FC(F)(F)S(O[Si:56]([C:59]([CH3:62])([CH3:61])[CH3:60])([CH3:58])[CH3:57])(=O)=O, predict the reaction product. The product is: [Si:56]([O:39][C:37](=[CH2:38])[CH2:36][O:35][C@H:32]1[CH2:31][CH2:30][C@H:29]([N:6]2[C:7](=[O:28])[C:8]([CH2:13][C:14]3[CH:15]=[CH:16][C:17]([C:20]4[C:21]([C:26]#[N:27])=[CH:22][CH:23]=[CH:24][CH:25]=4)=[CH:18][CH:19]=3)=[C:9]([CH2:10][CH2:11][CH3:12])[N:4]3[N:3]=[C:2]([CH3:1])[N:40]=[C:5]23)[CH2:34][CH2:33]1)([C:59]([CH3:62])([CH3:61])[CH3:60])([CH3:58])[CH3:57]. (3) Given the reactants [CH3:1][N:2]([CH3:14])[CH2:3][CH2:4][O:5][C:6]1[CH:7]=[C:8]([CH:10]=[CH:11][C:12]=1[I:13])[NH2:9].[Cl:15][C:16]1[CH:29]=[CH:28][C:19]2[S:20][C:21]([S:24](Cl)(=[O:26])=[O:25])=[C:22]([CH3:23])[C:18]=2[CH:17]=1, predict the reaction product. The product is: [CH3:1][N:2]([CH3:14])[CH2:3][CH2:4][O:5][C:6]1[CH:7]=[C:8]([NH:9][S:24]([C:21]2[S:20][C:19]3[CH:28]=[CH:29][C:16]([Cl:15])=[CH:17][C:18]=3[C:22]=2[CH3:23])(=[O:26])=[O:25])[CH:10]=[CH:11][C:12]=1[I:13]. (4) Given the reactants [CH2:1]([Li])[CH2:2][CH2:3][CH3:4].[CH2:6]([O:8][C:9]([C:11]1[CH:16]=[CH:15][CH:14]=[CH:13][C:12]=1[C:17]#[C:18][C:19]1[CH:24]=[CH:23][CH:22]=[CH:21][C:20]=1[C:25]([O:27][CH2:28][CH3:29])=[O:26])=[O:10])[CH3:7].Cl, predict the reaction product. The product is: [CH2:28]([O:27][C:25]([C:20]1[CH:21]=[CH:22][CH:23]=[CH:24][C:19]=1[C:18]1[C:17]([C:12]2[CH:13]=[CH:14][CH:15]=[CH:16][C:11]=2[C:9]([O:8][CH2:6][CH3:7])=[O:10])=[C:4]([CH2:25][CH2:20][CH3:21])[C:3]2[CH2:13][C:12]3[C:2](=[C:3]([CH2:17][CH2:18][CH3:19])[C:4]4[C:9]([C:11]=3[CH2:16][CH2:15][CH3:14])=[CH:4][CH:3]=[CH:2][CH:1]=4)[CH2:1][C:2]=2[C:1]=1[CH2:22][CH2:23][CH3:24])=[O:26])[CH3:29].